From a dataset of Peptide-MHC class II binding affinity with 134,281 pairs from IEDB. Regression. Given a peptide amino acid sequence and an MHC pseudo amino acid sequence, predict their binding affinity value. This is MHC class II binding data. (1) The peptide sequence is HGQLGGLHLMIGLAK. The MHC is DRB1_0101 with pseudo-sequence DRB1_0101. The binding affinity (normalized) is 0.993. (2) The peptide sequence is EKKYFAATTFEPLAA. The MHC is HLA-DQA10301-DQB10302 with pseudo-sequence HLA-DQA10301-DQB10302. The binding affinity (normalized) is 0.351. (3) The peptide sequence is YTTEGGTKGEAKDVI. The MHC is HLA-DPA10103-DPB10401 with pseudo-sequence HLA-DPA10103-DPB10401. The binding affinity (normalized) is 0.181. (4) The peptide sequence is GPTATFEAMYLGTCQ. The MHC is HLA-DPA10201-DPB11401 with pseudo-sequence HLA-DPA10201-DPB11401. The binding affinity (normalized) is 0. (5) The peptide sequence is RRTEPAAEGVGAASQDL. The MHC is DRB1_0405 with pseudo-sequence DRB1_0405. The binding affinity (normalized) is 0.138. (6) The binding affinity (normalized) is 0.685. The MHC is HLA-DQA10501-DQB10301 with pseudo-sequence HLA-DQA10501-DQB10301. The peptide sequence is DHKFPGGGQIVGGVY. (7) The peptide sequence is NFTVGRIIELFTAKG. The MHC is DRB1_0802 with pseudo-sequence DRB1_0802. The binding affinity (normalized) is 0.858. (8) The peptide sequence is RDSDDWLNKYSYYPE. The MHC is DRB1_0701 with pseudo-sequence DRB1_0701. The binding affinity (normalized) is 0.268. (9) The MHC is DRB1_0404 with pseudo-sequence DRB1_0404. The binding affinity (normalized) is 0.706. The peptide sequence is VQLIRMAEAEMVIHH.